Dataset: Experimentally validated miRNA-target interactions with 360,000+ pairs, plus equal number of negative samples. Task: Binary Classification. Given a miRNA mature sequence and a target amino acid sequence, predict their likelihood of interaction. (1) The miRNA is hsa-miR-1236-5p with sequence UGAGUGACAGGGGAAAUGGGGA. The protein sequence of the target gene is MEHQLLCCEVETIRRAYPDTNLLNDRVLRAMLKTEETCAPSVSYFKCVQREIVPSMRKIVATWMLEVCEEQKCEEEVFPLAMNYLDRFLSLEPLKKSRLQLLGATCMFVASKMKETIPLTAEKLCIYTDNSIRPEELLQMELLLVNKLKWNLAAMTPHDFIEHFLSKMPEADENKQIIRKHAQTFVALCATDVKFISNPPSMVAAGSVVAAMQGLNLGSPNNFLSCYRTTHFLSRVIKCDPDCLRACQEQIEALLESSLRQAQQNIDPKATEEEGEVEEEAGLACTPTDVRDVDI. Result: 0 (no interaction). (2) The protein sequence of the target gene is MHRDAWLPRPAFSLTGLSLFFSLVPPGRSMEVTVPATLNVLNGSDARLPCTFNSCYTVNHKQFSLNWTYQECNNCSEEMFLQFRMKIINLKLERFQDRVEFSGNPSKYDVSVMLRNVQPEDEGIYNCYIMNPPDRHRGHGKIHLQVLMEEPPERDSTVAVIVGASVGGFLAVVILVLMVVKCVRRKKEQKLSTDDLKTEEEGKTDGEGNPDDGAK. Result: 1 (interaction). The miRNA is hsa-miR-4722-3p with sequence ACCUGCCAGCACCUCCCUGCAG. (3) The miRNA is hsa-miR-411-5p with sequence UAGUAGACCGUAUAGCGUACG. The protein sequence of the target gene is MLRAIAEERGRLSLRREVCGLGCFKDDRIVFWTWMFSTYFMEKWAPRQDDMLFYVRRKLAYSGSESGADGRKAAEPEVEVEVYRRDSKKLPGLGDPDIDWEESVCLNLILQKLDYMVTCAVCTRADGGDIHIHKKKSQQVFASPSKHPMDSKGEESKISYPNIFFMIDSFEEVFSDMTVGEGEMVCVELVASDKTNTFQGVIFQGSIRYEALKKVYDNRVSVAARMAQKMSFGFYKYSNMEFVRMKGPQGKGHAEMAVSRVSTGDTSPCGTEEDSSPASPMHERVTSFSTPPTPERNNRP.... Result: 1 (interaction). (4) The miRNA is mmu-miR-34a-3p with sequence AAUCAGCAAGUAUACUGCCCU. The protein sequence of the target gene is MAEAPASPVPLSPLEVELDPEFEPQSRPRSCTWPLQRPELQASPAKPSGETAADSMIPEEDDDEDDEDGGGRASSAMVIGGGVSSTLGSGLLLEDSAMLLAPGGQDLGSGPASAAGALSGGTPTQLQPQQPLPQPQPGAAGGSGQPRKCSSRRNAWGNLSYADLITRAIESSPDKRLTLSQIYEWMVRCVPYFKDKGDSNSSAGWKNSIRHNLSLHSRFMRVQNEGTGKSSWWIINPDGGKSGKAPRRRAVSMDNSNKYTKSRGRAAKKKAALQAAPESADDSPSQLSKWPGSPTSRSSD.... Result: 1 (interaction).